Dataset: Full USPTO retrosynthesis dataset with 1.9M reactions from patents (1976-2016). Task: Predict the reactants needed to synthesize the given product. (1) Given the product [CH3:1][O:2][C:3](=[O:26])[CH2:4][C@H:5]1[C:9]2[CH:10]=[CH:11][C:12]([O:14][C@H:15]3[C:23]4[C:18](=[C:19]([O:25][C:28]5[CH:33]=[CH:32][C:31]([S:34]([CH3:37])(=[O:36])=[O:35])=[CH:30][CH:29]=5)[CH:20]=[CH:21][C:22]=4[F:24])[CH2:17][CH2:16]3)=[CH:13][C:8]=2[O:7][CH2:6]1, predict the reactants needed to synthesize it. The reactants are: [CH3:1][O:2][C:3](=[O:26])[CH2:4][C@H:5]1[C:9]2[CH:10]=[CH:11][C:12]([O:14][C@H:15]3[C:23]4[C:18](=[C:19]([OH:25])[CH:20]=[CH:21][C:22]=4[F:24])[CH2:17][CH2:16]3)=[CH:13][C:8]=2[O:7][CH2:6]1.F[C:28]1[CH:33]=[CH:32][C:31]([S:34]([CH3:37])(=[O:36])=[O:35])=[CH:30][CH:29]=1. (2) The reactants are: [CH:1]1([C:6]2[O:10][N:9]=[C:8]([C:11]3[C:16]([Cl:17])=[CH:15][CH:14]=[CH:13][C:12]=3[Cl:18])[C:7]=2[C:19](OCC)=[O:20])[CH2:5][CH2:4][CH2:3][CH2:2]1.[H-].C([Al+]CC(C)C)C(C)C.C1(C)C=CC=CC=1.[C@H](O)(C([O-])=O)[C@@H](O)C([O-])=O.[Na+].[K+]. Given the product [CH:1]1([C:6]2[O:10][N:9]=[C:8]([C:11]3[C:16]([Cl:17])=[CH:15][CH:14]=[CH:13][C:12]=3[Cl:18])[C:7]=2[CH2:19][OH:20])[CH2:2][CH2:3][CH2:4][CH2:5]1, predict the reactants needed to synthesize it. (3) Given the product [ClH:26].[OH:1][C:2]1[CH:3]=[C:4]([C:8]2[N:9]=[C:10]3[C:15](=[N:16][C:17]=2[C:18]2[CH:23]=[CH:22][CH:21]=[C:20]([OH:24])[CH:19]=2)[N:14]=[CH:13][N:12]=[C:11]3[NH2:25])[CH:5]=[CH:6][CH:7]=1, predict the reactants needed to synthesize it. The reactants are: [OH:1][C:2]1[CH:3]=[C:4]([C:8]2[N:9]=[C:10]3[C:15](=[N:16][C:17]=2[C:18]2[CH:23]=[CH:22][CH:21]=[C:20]([OH:24])[CH:19]=2)[N:14]=[CH:13][N:12]=[C:11]3[NH2:25])[CH:5]=[CH:6][CH:7]=1.[ClH:26].C(OCC)C. (4) Given the product [CH3:22][N:23]1[CH2:28][CH2:27][N:1]([C:2]2[CH:3]=[CH:4][C:5]3[C:6]4[C:7]([C:12](=[O:21])[N:13]([C:15]5[CH:20]=[CH:19][CH:18]=[CH:17][CH:16]=5)[N:14]=4)=[CH:8][NH:9][C:10]=3[CH:11]=2)[CH2:25][CH2:24]1, predict the reactants needed to synthesize it. The reactants are: [NH2:1][C:2]1[CH:3]=[CH:4][C:5]2[C:6]3[C:7]([C:12](=[O:21])[N:13]([C:15]4[CH:20]=[CH:19][CH:18]=[CH:17][CH:16]=4)[N:14]=3)=[CH:8][NH:9][C:10]=2[CH:11]=1.[CH3:22][N:23]1[CH2:28][CH2:27]N[CH2:25][CH2:24]1. (5) Given the product [F:1][C:2]1[C:3]([OH:30])=[C:4]([C:5]2[N:11]([CH2:12][CH2:13][C:14]3[CH:36]=[CH:35][CH:16]=[CH:17][CH:18]=3)[C:10](=[O:19])[C:9]([C:20]3[CH:25]=[CH:24][CH:23]=[CH:22][CH:21]=3)=[C:8]([CH3:26])[N:7]=2)[CH:27]=[CH:28][CH:29]=1, predict the reactants needed to synthesize it. The reactants are: [F:1][C:2]1[C:3]([O:30]C)=[C:4]([CH:27]=[CH:28][CH:29]=1)[C:5]([NH:7]/[C:8](/[CH3:26])=[C:9](/[C:20]1[CH:25]=[CH:24][CH:23]=[CH:22][CH:21]=1)\[C:10](=[O:19])[NH:11][CH2:12][CH2:13][C:14]1S[CH:16]=[CH:17][CH:18]=1)=O.[OH-].[K+].Cl.[CH2:35](O)[CH3:36]. (6) Given the product [CH3:7][NH:8][C:9]1[C:14]([CH2:15][OH:16])=[CH:13][N:12]=[C:11]([S:20][CH3:21])[N:10]=1, predict the reactants needed to synthesize it. The reactants are: [H-].[H-].[H-].[H-].[Li+].[Al+3].[CH3:7][NH:8][C:9]1[C:14]([C:15](OCC)=[O:16])=[CH:13][N:12]=[C:11]([S:20][CH3:21])[N:10]=1.[OH-].[Na+].